This data is from Forward reaction prediction with 1.9M reactions from USPTO patents (1976-2016). The task is: Predict the product of the given reaction. (1) The product is: [CH3:15][O:14][C:12]([C:2]1[CH:3]=[C:4]([CH:36]=[CH:37][CH:38]=1)[CH2:5][C:6]1([CH2:19][N:20]([C@@H:27]2[CH2:29][C@H:28]2[C:30]2[CH:31]=[CH:32][CH:33]=[CH:34][CH:35]=2)[C:21](=[O:26])[C:22]([F:25])([F:24])[F:23])[CH2:7][CH2:8][N:9]([C:12]([O:14][C:15]([CH3:17])([CH3:16])[CH3:18])=[O:13])[CH2:10][CH2:11]1)=[O:13]. Given the reactants Br[C:2]1[CH:3]=[C:4]([CH:36]=[CH:37][CH:38]=1)[CH2:5][C:6]1([CH2:19][N:20]([C@@H:27]2[CH2:29][C@H:28]2[C:30]2[CH:35]=[CH:34][CH:33]=[CH:32][CH:31]=2)[C:21](=[O:26])[C:22]([F:25])([F:24])[F:23])[CH2:11][CH2:10][N:9]([C:12]([O:14][C:15]([CH3:18])([CH3:17])[CH3:16])=[O:13])[CH2:8][CH2:7]1.C(N(CC)CC)C.[C]=O, predict the reaction product. (2) Given the reactants [Cl:1][C:2]1[CH:3]=[C:4](OS(C(F)(F)F)(=O)=O)[CH:5]=[C:6]([Cl:21])[C:7]=1[CH2:8][N:9]1[CH2:13][CH2:12][CH:11]([CH:14]2[CH2:19][CH2:18][CH2:17][CH2:16][CH2:15]2)[C:10]1=[O:20].[CH3:30][O:31][C:32]([C:34]1[CH:39]=[CH:38][C:37](B(O)O)=[CH:36][CH:35]=1)=[O:33].C(=O)([O-])[O-].[Na+].[Na+], predict the reaction product. The product is: [CH3:30][O:31][C:32]([C:34]1[CH:39]=[CH:38][C:37]([C:4]2[CH:3]=[C:2]([Cl:1])[C:7]([CH2:8][N:9]3[CH2:13][CH2:12][CH:11]([CH:14]4[CH2:19][CH2:18][CH2:17][CH2:16][CH2:15]4)[C:10]3=[O:20])=[C:6]([Cl:21])[CH:5]=2)=[CH:36][CH:35]=1)=[O:33]. (3) Given the reactants [CH3:1][N:2]1[C:6]([C:7]([F:10])([F:9])[F:8])=[C:5]([N:11]=O)[C:4]([C:13]2[CH:18]=[CH:17][CH:16]=[CH:15][CH:14]=2)=[N:3]1.CC1N(CC(F)(F)F)N=C(C2C=CC=CC=2)C=1N, predict the reaction product. The product is: [CH3:1][N:2]1[C:6]([C:7]([F:8])([F:9])[F:10])=[C:5]([NH2:11])[C:4]([C:13]2[CH:18]=[CH:17][CH:16]=[CH:15][CH:14]=2)=[N:3]1.